Dataset: Human liver microsome stability data. Task: Regression/Classification. Given a drug SMILES string, predict its absorption, distribution, metabolism, or excretion properties. Task type varies by dataset: regression for continuous measurements (e.g., permeability, clearance, half-life) or binary classification for categorical outcomes (e.g., BBB penetration, CYP inhibition). Dataset: hlm. (1) The drug is CN[C@H]1CC[C@@H](c2ccc(Cl)c(Cl)c2)c2ccc(S(N)(=O)=O)cc21. The result is 0 (unstable in human liver microsomes). (2) The molecule is Oc1ccc2c(c1)CCN(CCCCc1ccccc1)CC2O. The result is 1 (stable in human liver microsomes).